Dataset: Forward reaction prediction with 1.9M reactions from USPTO patents (1976-2016). Task: Predict the product of the given reaction. (1) Given the reactants C([N:4]1[CH2:8][CH2:7][N:6]([C:9]2[CH:14]=[C:13](Cl)[CH:12]=[CH:11][C:10]=2[C:16]([N:18]2[CH2:23][CH2:22][N:21]([C:24]3[C:29]([CH3:30])=[CH:28][C:27]([CH3:31])=[C:26]([CH3:32])[N:25]=3)[CH2:20][CH2:19]2)=[O:17])[C:5]1=[O:33])(=O)C.[S:34]1(=[O:40])(=[O:39])[CH2:38][CH2:37][CH2:36][NH:35]1, predict the reaction product. The product is: [O:39]=[S:34]1(=[O:40])[CH2:38][CH2:37][CH2:36][N:35]1[C:13]1[CH:12]=[CH:11][C:10]([C:16]([N:18]2[CH2:19][CH2:20][N:21]([C:24]3[C:29]([CH3:30])=[CH:28][C:27]([CH3:31])=[C:26]([CH3:32])[N:25]=3)[CH2:22][CH2:23]2)=[O:17])=[C:9]([N:6]2[CH2:7][CH2:8][NH:4][C:5]2=[O:33])[CH:14]=1. (2) Given the reactants [CH2:1]([O:8][C:9]1[CH:10]=[C:11]2[C:16](=[CH:17][CH:18]=1)[C:15](=[O:19])[N:14]([CH2:20][CH:21]([CH3:23])[CH3:22])[C:13]([CH2:24]Cl)=[C:12]2[C:26]1[CH:31]=[CH:30][C:29]([F:32])=[CH:28][CH:27]=1)[C:2]1[CH:7]=[CH:6][CH:5]=[CH:4][CH:3]=1.[C:33]1(=[O:43])[NH:37][C:36](=[O:38])[C:35]2=[CH:39][CH:40]=[CH:41][CH:42]=[C:34]12.[K].O, predict the reaction product. The product is: [CH2:1]([O:8][C:9]1[CH:10]=[C:11]2[C:16](=[CH:17][CH:18]=1)[C:15](=[O:19])[N:14]([CH2:20][CH:21]([CH3:23])[CH3:22])[C:13]([CH2:24][N:37]1[C:33](=[O:43])[C:34]3[C:35](=[CH:39][CH:40]=[CH:41][CH:42]=3)[C:36]1=[O:38])=[C:12]2[C:26]1[CH:31]=[CH:30][C:29]([F:32])=[CH:28][CH:27]=1)[C:2]1[CH:7]=[CH:6][CH:5]=[CH:4][CH:3]=1. (3) Given the reactants [CH2:1]([N:8]1[CH2:13][CH2:12][CH:11]([CH2:14][CH:15]([C:17]2[CH:22]=[CH:21][CH:20]=[CH:19][C:18]=2[O:23][CH3:24])O)[CH2:10][CH2:9]1)[C:2]1[CH:7]=[CH:6][CH:5]=[CH:4][CH:3]=1.O.C(OCC)(=[O:28])C, predict the reaction product. The product is: [CH2:1]([N:8]1[CH2:13][CH2:12][CH:11]([C:14](=[O:28])[CH2:15][C:17]2[CH:22]=[CH:21][CH:20]=[CH:19][C:18]=2[O:23][CH3:24])[CH2:10][CH2:9]1)[C:2]1[CH:7]=[CH:6][CH:5]=[CH:4][CH:3]=1. (4) Given the reactants Cl[C:2]1[CH:11]=[CH:10][C:9]2[C:4](=[CH:5][CH:6]=[CH:7][CH:8]=2)[N:3]=1.[CH3:12][Si:13]([C:16]#[CH:17])([CH3:15])[CH3:14].CCOC(C)=O.CCCCCC, predict the reaction product. The product is: [CH3:12][Si:13]([C:16]#[C:17][C:2]1[CH:11]=[CH:10][C:9]2[C:4](=[CH:5][CH:6]=[CH:7][CH:8]=2)[N:3]=1)([CH3:15])[CH3:14].